Dataset: Full USPTO retrosynthesis dataset with 1.9M reactions from patents (1976-2016). Task: Predict the reactants needed to synthesize the given product. (1) Given the product [OH:22][C:23]1[CH:31]=[C:30]([OH:32])[CH:29]=[CH:28][C:24]=1[C:25]([N:2]([CH3:1])[CH2:10][C:11]1[NH:15][N:14]=[C:13]([C:16]2[CH:21]=[CH:20][N:19]=[CH:18][CH:17]=2)[N:12]=1)=[O:27], predict the reactants needed to synthesize it. The reactants are: [CH3:1][N:2]([CH2:10][C:11]1[NH:15][N:14]=[C:13]([C:16]2[CH:21]=[CH:20][N:19]=[CH:18][CH:17]=2)[N:12]=1)C(C1SC=CC=1)=O.[OH:22][C:23]1[CH:31]=[C:30]([OH:32])[CH:29]=[CH:28][C:24]=1[C:25]([OH:27])=O.S1C=CC=C1C(O)=O. (2) Given the product [Cl:13][C:4]1[CH:5]=[C:6]([C:9]([O:11][CH3:12])=[O:10])[CH:7]=[N:8][C:3]=1[CH2:2][NH:1][C:21]([NH:20][CH:23]1[C:24]2[CH:37]=[CH:36][CH:35]=[CH:34][C:25]=2[CH2:26][CH2:27][C:28]2[CH:33]=[CH:32][CH:31]=[CH:30][C:29]1=2)=[O:22], predict the reactants needed to synthesize it. The reactants are: [NH2:1][CH2:2][C:3]1[N:8]=[CH:7][C:6]([C:9]([O:11][CH3:12])=[O:10])=[CH:5][C:4]=1[Cl:13].N1C=CC=CC=1.[N:20]([CH:23]1[C:29]2[CH:30]=[CH:31][CH:32]=[CH:33][C:28]=2[CH2:27][CH2:26][C:25]2[CH:34]=[CH:35][CH:36]=[CH:37][C:24]1=2)=[C:21]=[O:22]. (3) Given the product [Cl:26][C:27]1[CH:28]=[CH:29][C:30]([CH2:33][C:34]2[N:35]=[C:23]([CH:11]3[CH2:10][CH:9]([C:6]4[CH:7]=[CH:8][C:3]([CH2:1][CH3:2])=[CH:4][CH:5]=4)[CH2:14][N:13]([C:15]([N:17]4[CH2:18][CH2:19][O:20][CH2:21][CH2:22]4)=[O:16])[CH2:12]3)[O:25][N:36]=2)=[CH:31][CH:32]=1, predict the reactants needed to synthesize it. The reactants are: [CH2:1]([C:3]1[CH:8]=[CH:7][C:6]([CH:9]2[CH2:14][N:13]([C:15]([N:17]3[CH2:22][CH2:21][O:20][CH2:19][CH2:18]3)=[O:16])[CH2:12][CH:11]([C:23]([OH:25])=O)[CH2:10]2)=[CH:5][CH:4]=1)[CH3:2].[Cl:26][C:27]1[CH:32]=[CH:31][C:30]([CH2:33][C:34](=[N:36]O)[NH2:35])=[CH:29][CH:28]=1. (4) The reactants are: Br[C:2]1[CH:7]=[CH:6][C:5]([OH:8])=[C:4]([O:9][CH2:10][CH3:11])[CH:3]=1.[B:12]1([B:12]2[O:16][C:15]([CH3:18])([CH3:17])[C:14]([CH3:20])([CH3:19])[O:13]2)[O:16][C:15]([CH3:18])([CH3:17])[C:14]([CH3:20])([CH3:19])[O:13]1. Given the product [CH2:10]([O:9][C:4]1[CH:3]=[C:2]([B:12]2[O:16][C:15]([CH3:18])([CH3:17])[C:14]([CH3:20])([CH3:19])[O:13]2)[CH:7]=[CH:6][C:5]=1[OH:8])[CH3:11], predict the reactants needed to synthesize it.